Dataset: Peptide-MHC class II binding affinity with 134,281 pairs from IEDB. Task: Regression. Given a peptide amino acid sequence and an MHC pseudo amino acid sequence, predict their binding affinity value. This is MHC class II binding data. (1) The MHC is DRB1_0802 with pseudo-sequence DRB1_0802. The peptide sequence is PTSLLISWGHYPLHL. The binding affinity (normalized) is 0.524. (2) The peptide sequence is TFKNAHAKKPEVVVL. The MHC is DRB1_1501 with pseudo-sequence DRB1_1501. The binding affinity (normalized) is 0.604.